Dataset: Human Reference Interactome with 51,813 positive PPI pairs across 8,248 proteins, plus equal number of experimentally-validated negative pairs. Task: Binary Classification. Given two protein amino acid sequences, predict whether they physically interact or not. (1) Protein 1 (ENSG00000070808) has sequence MATITCTRFTEEYQLFEELGKGAFSVVRRCVKVLAGQEYAAKIINTKKLSARDHQKLEREARICRLLKHPNIVRLHDSISEEGHHYLIFDLVTGGELFEDIVAREYYSEADASHCIQQILEAVLHCHQMGVVHRDLKPENLLLASKLKGAAVKLADFGLAIEVEGEQQAWFGFAGTPGYLSPEVLRKDPYGKPVDLWACGVILYILLVGYPPFWDEDQHRLYQQIKAGAYDFPSPEWDTVTPEAKDLINKMLTINPSKRITAAEALKHPWISHRSTVASCMHRQETVDCLKKFNARRKLK.... Protein 2 (ENSG00000172073) has sequence MAGVKYPGQDPVDLDIYQSSHMVDYQPYRKHKYSRVTPQEQAKLDAQLRDKEFYRPIPNPNPKLTDGYPAFKRPHMTAKDLGLPGFFPSQEHEATREDERKFTSTCHFTYPASHDLHLAQGDPNQVLQSADFPCLVDPKHQPAAEMAKGYLLLPGCPCLHCHIVKVPILNRWGPLMPFYQ*. Result: 1 (the proteins interact). (2) Protein 1 (ENSG00000163558) has sequence MPTQRDSSTMSHTVAGGGSGDHSHQVRVKAYYRGDIMITHFEPSISFEGLCNEVRDMCSFDNEQLFTMKWIDEEGDPCTVSSQLELEEAFRLYELNKDSELLIHVFPCVPERPGMPCPGEDKSIYRRGARRWRKLYCANGHTFQAKRFNRRAHCAICTDRIWGLGRQGYKCINCKLLVHKKCHKLVTIECGRHSLPQEPVMPMDQSSMHSDHAQTVIPYNPSSHESLDQVGEEKEAMNTRESGKASSSLGLQDFDLLRVIGRGSYAKVLLVRLKKTDRIYAMKVVKKELVNDDEDIDWVQ.... Protein 2 (ENSG00000144040) has sequence MADTATTASAAAASAASASSDAPPFQLGKPRFQQTSFYGRFRHFLDIIDPRTLFVTERRLREAVQLLEDYKHGTLRPGVTNEQLWSAQKIKQAILHPDTNEKIFMPFRMSGYIPFGTPIVVGLLLPNQTLASTVFWQWLNQSHNACVNYANRNATKPSPASKFIQGYLGAVISAVSIAVGLNVLVQKANKFTPATRLLIQRFVPFPAVASANICNVVLMRYGELEEGIDVLDSDGNLVGSSKIAARHALLETALTRVVLPMPILVLPPIVMSMLEKTALLQARPRLLLPVQSLVCLAAFG.... Result: 0 (the proteins do not interact). (3) Protein 1 (ENSG00000184371) has sequence MTAPGAAGRCPPTTWLGSLLLLVCLLASRSITEEVSEYCSHMIGSGHLQSLQRLIDSQMETSCQITFEFVDQEQLKDPVCYLKKAFLLVQDIMEDTMRFRDNTPNAIAIVQLQELSLRLKSCFTKDYEEHDKACVRTFYETPLQLLEKVKNVFNETKNLLDKDWNIFSKNCNNSFAECSSQDVVTKPDCNCLYPKAIPSSDPASVSPHQPLAPSMAPVAGLTWEDSEGTEGSSLLPGEQPLHTVDPGSAKQRPPRSTCQSFEPPETPVVKDSTIGGSPQPRPSVGAFNPGMEDILDSAMG.... Protein 2 (ENSG00000173302) has sequence MGDELAPCPVGTTAWPALIQLISKTPCMPQAASNTSLGLGDLRVPSSMLYWLFLPSSLLAAATLAVSPLLLVTILRNQRLRQEPHYLLPANILLSDLAYILLHMLISSSSLGGWELGRMACGILTDAVFAACTSTILSFTAIVLHTYLAVIHPLRYLSFMSHGAAWKAVALIWLVACCFPTFLIWLSKWQDAQLEEQGASYILPPSMGTQPGCGLLVIVTYTSILCVLFLCTALIANCFWRIYAEAKTSGIWGQGYSRARGTLLIHSVLITLYVSTGVVFSLDMVLTRYHHIDSGTHTWL.... Result: 0 (the proteins do not interact). (4) Protein 1 (ENSG00000102931) has sequence MDALEGESFALSFSSASDAEFDAVVGYLEDIIMDDEFQLLQRNFMDKYYLEFEDTEENKLIYTPIFNEYISLVEKYIEEQLLQRIPEFNMAAFTTTLQHHKDEVAGDIFDMLLTFTDFLAFKEMFLDYRAEKEGRGLDLSSGLVVTSLCKSSSLPASQNNLRH*MDALEGESFALSFSSASDAEFDAVVGYLEDIIMEKYIEEQLLQRIPEFNMAAFTTTLQHHKDEVAGDIFDMLLTFTDFLAFKEMFLDYRAEKEGRGLDLSSGLVVTSLCKSSSLPASQNNLRH*XLEGESFALSFS.... Protein 2 (ENSG00000151962) has sequence MNEENIDGTNGCSKVRTGIQNEAALLALMEKTGYNMVQENGQRKFGGPPPGWEGPPPPRGCEVFVGKIPRDMYEDELVPVFERAGKIYEFRLMMEFSGENRGYAFVMYTTKEEAQLAIRILNNYEIRPGKFIGVCVSLDNCRLFIGAIPKEKKKEEILDEMKKVTEGVVDVIVYPSATDKTKNRGFAFVEYESHRAAAMARRKLIPGTFQLWGHTIQVDWADPEKEVDEETMQRVKVLYVRNLMISTTEETIKAEFNKFKPGAVERVKKLRDYAFVHFFNREDAVAAMSVMNGKCIDGAS.... Result: 0 (the proteins do not interact). (5) Protein 1 (ENSG00000153802) has sequence MYRPARVTSTSRFLNPYVVCFIVVAGVVILAVTIALLVYFLAFDQKSYFYRSSFQLLNVEYNSQLNSPATQEYRTLSGRIESLITKTFKESNLRNQFIRAHVAKLRQDGSGVRADVVMKFQFTRNNNGASMKSRIESVLRQMLNNSGNLEINPSTEITSLTDQAAANWLINECGAGPDLITLSEQRILGGTEAEEGSWPWQVSLRLNNAHHCGGSLINNMWILTAAHCFRSNSNPRDWIATSGISTTFPKLRMRVRNILIHNNYKSATHENDIALVRLENSVTFTKDIHSVCLPAATQNI.... Protein 2 (ENSG00000112081) has sequence MHRDSCPLDCKVYVGNLGNNGNKTELERAFGYYGPLRSVWVARNPPGFAFVEFEDPRDAADAVRELDGRTLCGCRVRVELSNGEKRSRNRGPPPSWGRRPRDDYRRRSPPPRRRSPRRRSFSRSRSRSLSRDRRRERSLSRERNHKPSRSFSRSRSRSRSNERK*MHRDSCPLDCKVYVGNLGNNGNKTELERAFGYYGPLRSVWVARNPPGFAFVEFEDPRDAADAVRELDGRTLCGCRVRVELSNGEKRSRNRGPPPSWGRRPRDDYRRRSPPPRRRVTIMSLLTTL*MHRDSCPLDC.... Result: 0 (the proteins do not interact). (6) Protein 1 (ENSG00000114529) has sequence MDLAQPSQPVDELELSVLERQPEENTPLNGADKVFPSLDEEVPPAEANKESPWSSCNKNVVGRCKLWMIITSIFLGVITVIIIGLCLAAVTYVDEDENEILELSSNKTFFIMLKIPEECVAEEELPHLLTERLTDVYSTSPSLGRYFTSVEIVDFSGENATVTYDLQFGVPSDDENFMKYMMSEELVLGILLQDFRDQNIPGCESLGLDPTSLLLYE*MDLAQPSQPVDELELSVLERQPEENTPLNGADKVFPSLDEEVPPAEANKESPWSSCNKNVVGRCKLWMIITSIFLGVITVII.... Protein 2 (ENSG00000165476) has sequence MVSWMISRAVVLVFGMLYPAYYSYKAVKTKNVKEYVRWMMYWIVFALYTVIETVADQTVAWFPLYYELKIAFVIWLLSPYTKGASLIYRKFLHPLLSSKEREIDDYIVQAKERGYETMVNFGRQGLNLAATAAVTAAVKSQGAITERLRSFSMHDLTTIQGDEPVGQRPYQPLPEAKKKSKPAPSESAGYGIPLKDGDEKTDEEAEGPYSDNEMLTHKGLRRSQSMKSVKTTKGRKEVRYGSLKYKVKKRPQVYF*KIAFVIWLLSPYTKGASLIYRKFLHPLLSSKEREIDDYIVQAKE.... Result: 1 (the proteins interact). (7) Protein 1 (ENSG00000158301) has sequence MTGAEIEPSAQAKPEKKAGEEVIAGPERENDVPLVVRPKVRTQATTGARPKTETKSVPAARPKTEAQAMSGARPKTEVQVMGGARPKTEAQGITGARPKTDARAVGGARSKTDAKAIPGARPKDEAQAWAQSEFGTEAVSQAEGVSQTNAVAWPLATAESGSVTKSKGLSMDRELVNVDAETFPGTQGQKGIQPWFGPGEETNMGSWCYSRPRAREEASNESGFWSADETSTASSFWTGEETSVRSWPREESNTRSRHRAKHQTNPRSRPRSKQEAYVDSWSGSEDEASNPFSFWVGENT.... Protein 2 (ENSG00000189129) has sequence MRPLLCALTGLALLRAAGSLAAAEPFSPPRGDSAQSTACDRHMAVQRRLDVMEEMASEPWSWSPAVGGGAPARQRPQNQPCPLDFLP*MRPLLCALTGLALLRAAGSLAAAEPFSPPRGDSAQSTACDRHMAVQRRLDVMEEMVEKTVDHLGTEVKGLLGLLEELAWNLPPGPFSPAPDLLGDGF*MAVQRRLDVMEEMVEKTVDHLGTEVKGLLGLLEELAWNLPPGPFSPAPDLLGDGF*. Result: 1 (the proteins interact). (8) Protein 1 (ENSG00000074319) has sequence MAVSESQLKKMVSKYKYRDLTVRETVNVITLYKDLKPVLDSYVFNDGSSRELMNLTGTIPVPYRGNTYNIPICLWLLDTYPYNPPICFVKPTSSMTIKTGKHVDANGKIYLPYLHEWKHPQSDLLGLIQVMIVVFGDEPPVFSRPISASYPPYQATGPPNTSYMPGMPGGISPYPSGYPPNPSGYPGCPYPPGGPYPATTSSQYPSQPPVTTVGPSRDGTISEDTIRASLISAVSDKLRWRMKEEMDRAQAELNALKRTEEDLKKGHQKLEEMVTRLDQEVAEVDKNIELLKKKDEELSS.... Result: 1 (the proteins interact). Protein 2 (ENSG00000125898) has sequence MPVHTLSPGAPSAPALPCRLRTRVPGYLLRGPADGGARKPSAVERLEADKAKYVKSLHVANTRQEPVQPLLSKQPLFSPETRRTVLTPSRRALPGPCRRPQLDLDILSSLIDLCDSPVSPAEASRTPGRAEGAGRPPPATPPRPPPSTSAVRRVDVRPLPASPARPCPSPGPAAASSPARPPGLQRSKSDLSERFSRAAADLERFFNFCGLDPEEARGLGVAHLARASSDIVSLAGPSAGPGSSEGGCSRRSSVTVEERARERVPYGVSVVERNARVIKWLYGLRQARESPAAEG*XSSL....